Dataset: Forward reaction prediction with 1.9M reactions from USPTO patents (1976-2016). Task: Predict the product of the given reaction. (1) Given the reactants [CH2:1]([C:4]1[O:8][C:7]([NH2:9])=[N:6][N:5]=1)[CH2:2][CH3:3].[C:10]1([CH:16]([C:20]2[CH:25]=[CH:24][CH:23]=[CH:22][CH:21]=2)[C:17](Cl)=[O:18])[CH:15]=[CH:14][CH:13]=[CH:12][CH:11]=1, predict the reaction product. The product is: [C:20]1([CH:16]([C:10]2[CH:11]=[CH:12][CH:13]=[CH:14][CH:15]=2)[C:17]([NH:9][C:7]2[O:8][C:4]([CH2:1][CH2:2][CH3:3])=[N:5][N:6]=2)=[O:18])[CH:21]=[CH:22][CH:23]=[CH:24][CH:25]=1. (2) Given the reactants F[C:2]1[CH:20]=[CH:19][C:5]([C:6]([N:8]([CH2:14][C:15]([F:18])([F:17])[F:16])[CH2:9][C:10]([F:13])([F:12])[F:11])=[O:7])=[CH:4][C:3]=1[N+:21]([O-:23])=[O:22].[NH2:24][CH2:25][C:26]1[CH:31]=[CH:30][N:29]=[CH:28][CH:27]=1, predict the reaction product. The product is: [N+:21]([C:3]1[CH:4]=[C:5]([CH:19]=[CH:20][C:2]=1[NH:24][CH2:25][C:26]1[CH:31]=[CH:30][N:29]=[CH:28][CH:27]=1)[C:6]([N:8]([CH2:14][C:15]([F:17])([F:18])[F:16])[CH2:9][C:10]([F:11])([F:12])[F:13])=[O:7])([O-:23])=[O:22]. (3) The product is: [OH:25][C:22]([C:26]([F:27])([F:28])[F:29])([CH2:21][C:20]([C:16]1[CH:17]=[CH:18][CH:19]=[C:14]([CH:11]([CH3:13])[CH3:12])[C:15]=1[O:32][CH3:33])([CH3:31])[CH3:30])[CH:23]=[O:24]. Given the reactants C(Cl)(=O)C(Cl)=O.CS(C)=O.[CH:11]([C:14]1[C:15]([O:32][CH3:33])=[C:16]([C:20]([CH3:31])([CH3:30])[CH2:21][C:22]([C:26]([F:29])([F:28])[F:27])([OH:25])[CH2:23][OH:24])[CH:17]=[CH:18][CH:19]=1)([CH3:13])[CH3:12].C(N(CC)CC)C, predict the reaction product. (4) Given the reactants [Cl:1][C:2]1[CH:7]=[CH:6][C:5]([Cl:8])=[CH:4][C:3]=1[CH2:9][O:10][C:11]1[N:16]=[C:15]([C:17]([OH:19])=O)[CH:14]=[CH:13][CH:12]=1.[CH:20]1([N:23]2[C:32]3[C:27](=[CH:28][CH:29]=[CH:30][CH:31]=3)[NH:26][CH2:25][CH2:24]2)[CH2:22][CH2:21]1.CN(C(ON1N=NC2C=CC=NC1=2)=[N+](C)C)C.F[P-](F)(F)(F)(F)F.CCN(C(C)C)C(C)C, predict the reaction product. The product is: [CH:20]1([N:23]2[C:32]3[C:27](=[CH:28][CH:29]=[CH:30][CH:31]=3)[N:26]([C:17]([C:15]3[CH:14]=[CH:13][CH:12]=[C:11]([O:10][CH2:9][C:3]4[CH:4]=[C:5]([Cl:8])[CH:6]=[CH:7][C:2]=4[Cl:1])[N:16]=3)=[O:19])[CH2:25][CH2:24]2)[CH2:22][CH2:21]1. (5) Given the reactants [Cl:1][C:2]1[CH:7]=[CH:6][C:5]([C:8]2[CH2:13][S:12][C:11](=[O:14])[NH:10][N:9]=2)=[CH:4][CH:3]=1.Br[CH2:16][C:17]1[CH:22]=[CH:21][C:20]([N+:23]([O-:25])=[O:24])=[CH:19][CH:18]=1.C(=O)([O-])[O-].[K+].[K+].O, predict the reaction product. The product is: [Cl:1][C:2]1[CH:3]=[CH:4][C:5]([C:8]2[CH2:13][S:12][C:11](=[O:14])[N:10]([CH2:16][C:17]3[CH:22]=[CH:21][C:20]([N+:23]([O-:25])=[O:24])=[CH:19][CH:18]=3)[N:9]=2)=[CH:6][CH:7]=1.